The task is: Regression/Classification. Given a drug SMILES string, predict its toxicity properties. Task type varies by dataset: regression for continuous values (e.g., LD50, hERG inhibition percentage) or binary classification for toxic/non-toxic outcomes (e.g., AMES mutagenicity, cardiotoxicity, hepatotoxicity). Dataset: ames.. This data is from Ames mutagenicity test results for genotoxicity prediction. (1) The molecule is ClCCl. The result is 1 (mutagenic). (2) The result is 0 (non-mutagenic). The drug is Nc1ccn(C2OC(COP(=O)(O)O)C(O)C2O)c(=O)n1. (3) The molecule is O=NN1CCCC(Cl)C1. The result is 1 (mutagenic). (4) The drug is COc1c(O)c2c(c3cc(C(=O)N4CCc5c4c(O)c(OC)c4[nH]c(C(=O)N6CC7CC78C6=CC(=O)c6[nH]cc(C)c68)cc54)[nH]c13)CCN2C(N)=O. The result is 0 (non-mutagenic). (5) The drug is Cc1ccc2cc3c(ccc4ccccc43)cc2c1. The result is 1 (mutagenic). (6) The molecule is ClCc1ccc(Br)cc1. The result is 0 (non-mutagenic). (7) The compound is COc1cccc2c1C(=O)c1c(O)c3c(c(O)c1C2=O)C[C@@](O)(C(=O)CO)C[C@@H]3O[C@H]1C[C@H](N2CCOC[C@H]2C#N)[C@H](O)[C@H](C)O1. The result is 0 (non-mutagenic). (8) The compound is CCC(Cl)CC(Cl)CC(C)Cl. The result is 0 (non-mutagenic).